The task is: Predict the reaction yield, written as a fraction of the theoretical maximum amount of product (1.0 means a 100% yield; for example, 0.34 means a 34% yield).. This data is from Reaction yield outcomes from USPTO patents with 853,638 reactions. (1) The reactants are [F:1][C:2]([F:18])([F:17])[C:3]1[O:7][N:6]=[C:5]([C:8]2[S:12][C:11]([C:13](Cl)=[O:14])=[CH:10][CH:9]=2)[C:4]=1[CH3:16].Cl.[NH:20]1[CH2:25][CH2:24][CH2:23][C@H:22]([CH2:26][OH:27])[CH2:21]1.C(N(CC)CC)C.C(Cl)(=O)C. The catalyst is C1COCC1. The product is [OH:27][CH2:26][C@H:22]1[CH2:23][CH2:24][CH2:25][N:20]([C:13]([C:11]2[S:12][C:8]([C:5]3[C:4]([CH3:16])=[C:3]([C:2]([F:18])([F:17])[F:1])[O:7][N:6]=3)=[CH:9][CH:10]=2)=[O:14])[CH2:21]1. The yield is 0.830. (2) The reactants are [CH:1]([NH:4][C:5]1[CH:10]=[CH:9][CH:8]=[CH:7][CH:6]=1)([CH3:3])[CH3:2].I[CH2:12][CH2:13][OH:14].C(N(C(C)C)CC)(C)C. The catalyst is C(#N)C. The product is [CH:1]([N:4]([C:5]1[CH:10]=[CH:9][CH:8]=[CH:7][CH:6]=1)[CH2:12][CH2:13][OH:14])([CH3:3])[CH3:2]. The yield is 0.590.